This data is from Full USPTO retrosynthesis dataset with 1.9M reactions from patents (1976-2016). The task is: Predict the reactants needed to synthesize the given product. (1) Given the product [CH3:1][O:2][C:3](=[O:12])[C:4]1[CH:9]=[C:8]([O:10][CH3:19])[CH:7]=[CH:6][C:5]=1[Br:11], predict the reactants needed to synthesize it. The reactants are: [CH3:1][O:2][C:3](=[O:12])[C:4]1[CH:9]=[C:8]([OH:10])[CH:7]=[CH:6][C:5]=1[Br:11].[H-].[Na+].S(OC)(O[CH3:19])(=O)=O.Cl. (2) Given the product [NH3:5].[C:1]([NH:5][C@H:6]([C:31]1[CH:36]=[CH:35][CH:34]=[C:33]([F:37])[CH:32]=1)[CH2:7][CH:8]([N:10]1[CH2:15][CH2:14][CH:13]([N:16]2[C:20]3[CH2:21][N:22]([C:25]([O:27][CH2:28][CH3:29])=[O:26])[CH2:23][CH2:24][C:19]=3[N:18]=[C:17]2[CH3:30])[CH2:12][CH2:11]1)[CH3:9])(=[O:3])[CH3:2], predict the reactants needed to synthesize it. The reactants are: [C:1](Cl)(=[O:3])[CH3:2].[NH2:5][C@H:6]([C:31]1[CH:36]=[CH:35][CH:34]=[C:33]([F:37])[CH:32]=1)[CH2:7][CH:8]([N:10]1[CH2:15][CH2:14][CH:13]([N:16]2[C:20]3[CH2:21][N:22]([C:25]([O:27][CH2:28][CH3:29])=[O:26])[CH2:23][CH2:24][C:19]=3[N:18]=[C:17]2[CH3:30])[CH2:12][CH2:11]1)[CH3:9].C(N(CC)CC)C.C(=O)([O-])O.[Na+].